The task is: Predict the product of the given reaction.. This data is from Forward reaction prediction with 1.9M reactions from USPTO patents (1976-2016). Given the reactants [Cl:1][C:2]1[CH:7]=[CH:6][N:5]=[C:4]2[CH:8]=[CH:9][S:10][C:3]=12.[Li]CCCC.Br[C:17]1[N:22]=[CH:21][C:20]([CH2:23][CH2:24][N:25]([CH2:33][CH2:34][O:35][CH3:36])[C:26](=[O:32])[O:27][C:28]([CH3:31])([CH3:30])[CH3:29])=[CH:19][CH:18]=1, predict the reaction product. The product is: [Cl:1][C:2]1[CH:7]=[CH:6][N:5]=[C:4]2[CH:8]=[C:9]([C:17]3[N:22]=[CH:21][C:20]([CH2:23][CH2:24][N:25]([CH2:33][CH2:34][O:35][CH3:36])[C:26](=[O:32])[O:27][C:28]([CH3:31])([CH3:29])[CH3:30])=[CH:19][CH:18]=3)[S:10][C:3]=12.